Dataset: TCR-epitope binding with 47,182 pairs between 192 epitopes and 23,139 TCRs. Task: Binary Classification. Given a T-cell receptor sequence (or CDR3 region) and an epitope sequence, predict whether binding occurs between them. The epitope is TSNQVAVLY. The TCR CDR3 sequence is CASSELRAKSTDTQYF. Result: 1 (the TCR binds to the epitope).